Dataset: Full USPTO retrosynthesis dataset with 1.9M reactions from patents (1976-2016). Task: Predict the reactants needed to synthesize the given product. Given the product [Cl:1][C:2]1[N:3]=[C:4]([N:23]2[CH2:24][CH2:25][O:26][CH2:27][CH2:28]2)[C:5]2[S:10][C:9]([CH2:11][NH2:12])=[CH:8][C:6]=2[N:7]=1, predict the reactants needed to synthesize it. The reactants are: [Cl:1][C:2]1[N:3]=[C:4]([N:23]2[CH2:28][CH2:27][O:26][CH2:25][CH2:24]2)[C:5]2[S:10][C:9]([CH2:11][N:12]3C(=O)C4C(=CC=CC=4)C3=O)=[CH:8][C:6]=2[N:7]=1.NN.O.